From a dataset of Peptide-MHC class II binding affinity with 134,281 pairs from IEDB. Regression. Given a peptide amino acid sequence and an MHC pseudo amino acid sequence, predict their binding affinity value. This is MHC class II binding data. The peptide sequence is GVTCGPGHGISVGSL. The MHC is HLA-DPA10103-DPB10301 with pseudo-sequence HLA-DPA10103-DPB10301. The binding affinity (normalized) is 0.